Task: Regression. Given two drug SMILES strings and cell line genomic features, predict the synergy score measuring deviation from expected non-interaction effect.. Dataset: NCI-60 drug combinations with 297,098 pairs across 59 cell lines (1) Drug 1: C1=CC(=CC=C1CCC2=CNC3=C2C(=O)NC(=N3)N)C(=O)NC(CCC(=O)O)C(=O)O. Drug 2: CCC1(CC2CC(C3=C(CCN(C2)C1)C4=CC=CC=C4N3)(C5=C(C=C6C(=C5)C78CCN9C7C(C=CC9)(C(C(C8N6C)(C(=O)OC)O)OC(=O)C)CC)OC)C(=O)OC)O.OS(=O)(=O)O. Cell line: UACC62. Synergy scores: CSS=13.9, Synergy_ZIP=-4.28, Synergy_Bliss=-5.23, Synergy_Loewe=-4.78, Synergy_HSA=-3.20. (2) Drug 1: CN(C)C1=NC(=NC(=N1)N(C)C)N(C)C. Drug 2: CC(C1=C(C=CC(=C1Cl)F)Cl)OC2=C(N=CC(=C2)C3=CN(N=C3)C4CCNCC4)N. Cell line: OVCAR3. Synergy scores: CSS=-4.34, Synergy_ZIP=2.78, Synergy_Bliss=0.0625, Synergy_Loewe=-3.39, Synergy_HSA=-3.81.